Dataset: CYP2C19 inhibition data for predicting drug metabolism from PubChem BioAssay. Task: Regression/Classification. Given a drug SMILES string, predict its absorption, distribution, metabolism, or excretion properties. Task type varies by dataset: regression for continuous measurements (e.g., permeability, clearance, half-life) or binary classification for categorical outcomes (e.g., BBB penetration, CYP inhibition). Dataset: cyp2c19_veith. The drug is O=C(O)CCCC[C@H]1SC[C@H]2NC(=O)N[C@@H]21. The result is 0 (non-inhibitor).